Dataset: Catalyst prediction with 721,799 reactions and 888 catalyst types from USPTO. Task: Predict which catalyst facilitates the given reaction. (1) Reactant: [CH2:1]1[C:9]2[C:4](=[CH:5][CH:6]=[CH:7][CH:8]=2)[CH:3]=[C:2]1[N:10]1[CH2:14][CH2:13][CH2:12]C1.C(N)(=[O:18])C=C. Product: [NH:10]1[C:14](=[O:18])[CH2:13][CH2:12][C:3]2[C:4]3[CH:5]=[CH:6][CH:7]=[CH:8][C:9]=3[CH2:1][C:2]1=2. The catalyst class is: 86. (2) Reactant: [Cl:1][C:2]1[N:7]=[N:6][C:5]([OH:8])=[CH:4][CH:3]=1.[C:9]([C@H:13]1[CH2:18][CH2:17][C@H:16](O)[CH2:15][CH2:14]1)([CH3:12])([CH3:11])[CH3:10].C1C=CC(P(C2C=CC=CC=2)C2C=CC=CC=2)=CC=1.CC(OC(/N=N/C(OC(C)C)=O)=O)C. Product: [C:9]([C@H:13]1[CH2:18][CH2:17][C@H:16]([O:8][C:5]2[N:6]=[N:7][C:2]([Cl:1])=[CH:3][CH:4]=2)[CH2:15][CH2:14]1)([CH3:12])([CH3:11])[CH3:10]. The catalyst class is: 1. (3) Reactant: [C:1]1([C:7]2[CH:12]=[CH:11][CH:10]=[C:9]([C:13]3[CH:18]=[CH:17][CH:16]=[CH:15][CH:14]=3)[CH:8]=2)[CH:6]=[CH:5][CH:4]=[CH:3][CH:2]=1.O.O.[IH:21].II.S(=O)(=O)(O)O. Product: [C:1]1([C:7]2[CH:12]=[C:11]([I:21])[CH:10]=[C:9]([C:13]3[CH:14]=[CH:15][CH:16]=[CH:17][CH:18]=3)[CH:8]=2)[CH:2]=[CH:3][CH:4]=[CH:5][CH:6]=1. The catalyst class is: 130. (4) Reactant: [CH3:1][CH:2]=[CH:3][CH2:4][CH3:5]. Product: [CH2:1]=[CH:2][CH2:3][CH2:4][CH2:5][CH2:1][CH2:2][CH2:3][CH2:4][CH3:5]. The catalyst class is: 181. (5) Reactant: [F:1][C:2]1[CH:10]=[CH:9][CH:8]=[C:7]2[C:3]=1[CH2:4][CH2:5][NH:6]2.[CH3:11][N:12]1[CH:16]=[C:15]([C:17]2[N:22]=[N:21][C:20]([N:23]3[CH2:28][CH2:27][C:26](=O)[CH2:25][CH2:24]3)=[CH:19][CH:18]=2)[CH:14]=[N:13]1.[BH-](OC(C)=O)(OC(C)=O)OC(C)=O.[Na+]. Product: [F:1][C:2]1[CH:10]=[CH:9][CH:8]=[C:7]2[C:3]=1[CH2:4][CH2:5][N:6]2[CH:26]1[CH2:27][CH2:28][N:23]([C:20]2[N:21]=[N:22][C:17]([C:15]3[CH:14]=[N:13][N:12]([CH3:11])[CH:16]=3)=[CH:18][CH:19]=2)[CH2:24][CH2:25]1. The catalyst class is: 2. (6) Reactant: C(O[C:4]([C:6]1[C:7]([OH:24])=[C:8]2[C:16]([Cl:17])=[C:15]([Cl:18])[N:14]([CH2:19][CH2:20][CH:21]([CH3:23])[CH3:22])[C:9]2=[C:10]([C:12]#[N:13])[N:11]=1)=[O:5])C.[NH2:25][CH2:26][C:27]([OH:29])=[O:28]. Product: [Cl:18][C:15]1[N:14]([CH2:19][CH2:20][CH:21]([CH3:22])[CH3:23])[C:9]2=[C:10]([C:12]#[N:13])[N:11]=[C:6]([C:4]([NH:25][CH2:26][C:27]([OH:29])=[O:28])=[O:5])[C:7]([OH:24])=[C:8]2[C:16]=1[Cl:17]. The catalyst class is: 779. (7) Reactant: [ClH:1].CCO.[Cl:5][C:6]1[CH:7]=[C:8](/[CH:23]=[C:24](\[F:35])/[C:25]([NH:27][O:28]C2CCCCO2)=[O:26])[CH:9]=[N:10][C:11]=1[NH:12][C@@H:13]1[CH2:17][CH2:16][N:15]([CH:18]2[CH2:22][CH2:21][CH2:20][CH2:19]2)[CH2:14]1. Product: [ClH:5].[ClH:1].[Cl:5][C:6]1[CH:7]=[C:8](/[CH:23]=[C:24](\[F:35])/[C:25]([NH:27][OH:28])=[O:26])[CH:9]=[N:10][C:11]=1[NH:12][C@@H:13]1[CH2:17][CH2:16][N:15]([CH:18]2[CH2:19][CH2:20][CH2:21][CH2:22]2)[CH2:14]1. The catalyst class is: 14. (8) Reactant: C1(C)C=CC=CC=1.O=P(Cl)(Cl)[Cl:10].[C:13]1([CH3:26])[CH:18]=[CH:17][C:16]([C:19]2[CH:24]=[N:23][CH:22]=[CH:21][N+:20]=2[O-])=[CH:15][CH:14]=1. Product: [Cl:10][C:21]1[CH:22]=[N:23][CH:24]=[C:19]([C:16]2[CH:17]=[CH:18][C:13]([CH3:26])=[CH:14][CH:15]=2)[N:20]=1. The catalyst class is: 3.